Predict the reaction yield, written as a fraction of the theoretical maximum amount of product (1.0 means a 100% yield; for example, 0.34 means a 34% yield). From a dataset of Reaction yield outcomes from USPTO patents with 853,638 reactions. The reactants are C(OC([N:8]1[CH2:12][CH2:11][CH2:10][C@H:9]1[C:13]1[NH:14][C:15]([C:18]2[CH:23]=[CH:22][C:21]([C:24]3[CH:47]=[CH:46][C:27]4[C:28]([NH:31][C:32]([C@@H:34]5[CH2:38][CH2:37][CH2:36][N:35]5C(OC(C)(C)C)=O)=[O:33])=[N:29][O:30][C:26]=4[CH:25]=3)=[CH:20][CH:19]=2)=[CH:16][N:17]=1)=O)(C)(C)C.[C:48]([OH:54])([C:50]([F:53])([F:52])[F:51])=[O:49]. The catalyst is C(Cl)Cl. The product is [F:51][C:50]([F:53])([F:52])[C:48]([OH:54])=[O:49].[NH:8]1[CH2:12][CH2:11][CH2:10][C@H:9]1[C:13]1[NH:14][C:15]([C:18]2[CH:19]=[CH:20][C:21]([C:24]3[CH:47]=[CH:46][C:27]4[C:28]([NH:31][C:32]([C@@H:34]5[CH2:38][CH2:37][CH2:36][NH:35]5)=[O:33])=[N:29][O:30][C:26]=4[CH:25]=3)=[CH:22][CH:23]=2)=[CH:16][N:17]=1. The yield is 0.530.